Predict the reaction yield, written as a fraction of the theoretical maximum amount of product (1.0 means a 100% yield; for example, 0.34 means a 34% yield). From a dataset of Reaction yield outcomes from USPTO patents with 853,638 reactions. (1) The reactants are Br[C:2]1[CH:3]=[C:4]2[C:9](=[C:10]([F:12])[CH:11]=1)[N:8]=[CH:7][CH:6]=[CH:5]2.C(=O)([O-])[O-].[K+].[K+].[CH2:19](B([CH2:19][CH2:20][CH2:21][CH3:22])[CH2:19][CH2:20][CH2:21][CH3:22])[CH2:20][CH2:21][CH3:22].[Cl-]. The catalyst is CN(C=O)C.C1COCC1.O. The product is [CH2:19]([C:2]1[CH:3]=[C:4]2[C:9](=[C:10]([F:12])[CH:11]=1)[N:8]=[CH:7][CH:6]=[CH:5]2)[CH2:20][CH2:21][CH3:22]. The yield is 0.670. (2) The reactants are Cl[C:2]1[N:7]=[C:6]([NH:8][C:9]2[CH:14]=[CH:13][C:12]([N:15]3[CH:19]=[C:18]([CH3:20])[N:17]=[CH:16]3)=[C:11]([O:21][CH3:22])[CH:10]=2)[N:5]=[C:4]([N:23]([CH3:25])[CH3:24])[N:3]=1.[OH:26][C:27]1[CH:32]=[CH:31][CH:30]=[CH:29][C:28]=1[C:33]([F:36])([F:35])[F:34].C(=O)([O-])[O-].[K+].[K+]. The catalyst is C(#N)C.O. The product is [CH3:22][O:21][C:11]1[CH:10]=[C:9]([NH:8][C:6]2[N:5]=[C:4]([N:23]([CH3:25])[CH3:24])[N:3]=[C:2]([O:26][C:27]3[CH:32]=[CH:31][CH:30]=[CH:29][C:28]=3[C:33]([F:34])([F:35])[F:36])[N:7]=2)[CH:14]=[CH:13][C:12]=1[N:15]1[CH:19]=[C:18]([CH3:20])[N:17]=[CH:16]1. The yield is 0.160. (3) The reactants are [NH2:1][C:2]1[N:7]=[CH:6][C:5]([C:8]2[CH:9]=[N:10][C:11]([OH:14])=[CH:12][CH:13]=2)=[CH:4][C:3]=1[O:15][CH:16]([C:18]1[C:23]([Cl:24])=[CH:22][CH:21]=[C:20]([F:25])[C:19]=1[Cl:26])[CH3:17].C1(P(C2C=CC=CC=2)C2C=CC=CC=2)C=CC=CC=1.[N:46]1([CH2:52][CH2:53]O)[CH2:51][CH2:50][O:49][CH2:48][CH2:47]1.CCOC(/N=N/C(OCC)=O)=O. No catalyst specified. The product is [Cl:26][C:19]1[C:20]([F:25])=[CH:21][CH:22]=[C:23]([Cl:24])[C:18]=1[CH:16]([O:15][C:3]1[CH:4]=[C:5]([C:8]2[CH:9]=[N:10][C:11]([O:14][CH2:53][CH2:52][N:46]3[CH2:51][CH2:50][O:49][CH2:48][CH2:47]3)=[CH:12][CH:13]=2)[CH:6]=[N:7][C:2]=1[NH2:1])[CH3:17]. The yield is 0.530. (4) The yield is 0.950. The product is [ClH:33].[CH2:1]([N:8]1[C:12]2=[C:13]([N:21]3[CH2:30][CH2:29][C:28]4[C:23](=[CH:24][CH:25]=[CH:26][CH:27]=4)[CH2:22]3)[N:14]=[C:15]([CH:17]([OH:20])[CH2:18][CH3:19])[CH:16]=[C:11]2[C:10]([CH3:31])=[C:9]1[CH3:32])[C:2]1[CH:3]=[CH:4][CH:5]=[CH:6][CH:7]=1. No catalyst specified. The reactants are [CH2:1]([N:8]1[C:12]2=[C:13]([N:21]3[CH2:30][CH2:29][C:28]4[C:23](=[CH:24][CH:25]=[CH:26][CH:27]=4)[CH2:22]3)[N:14]=[C:15]([C:17](=[O:20])[CH2:18][CH3:19])[CH:16]=[C:11]2[C:10]([CH3:31])=[C:9]1[CH3:32])[C:2]1[CH:7]=[CH:6][CH:5]=[CH:4][CH:3]=1.[ClH:33].C(N1C2=C(N3CCC4C(=CC=CC=4)C3)N=C(C(=O)CC)C=C2C(C)=C1C)C1C=CC=CC=1.C(=O)(O)[O-].[Na+].